This data is from Catalyst prediction with 721,799 reactions and 888 catalyst types from USPTO. The task is: Predict which catalyst facilitates the given reaction. (1) Reactant: [CH2:1]([O:8][C:9]([N:11]1[CH2:14][CH:13]([C:15]([NH:17][C:18]2[CH:23]=[CH:22][C:21]([C:24]3(O)[CH2:29][CH2:28][N:27]([C:30]([O:32][C:33]([CH3:36])([CH3:35])[CH3:34])=[O:31])[CH2:26][CH2:25]3)=[CH:20][CH:19]=2)=[O:16])[CH2:12]1)=[O:10])[C:2]1[CH:7]=[CH:6][CH:5]=[CH:4][CH:3]=1.C(N(S(F)(F)[F:44])CC)C. Product: [CH2:1]([O:8][C:9]([N:11]1[CH2:14][CH:13]([C:15]([NH:17][C:18]2[CH:23]=[CH:22][C:21]([C:24]3([F:44])[CH2:29][CH2:28][N:27]([C:30]([O:32][C:33]([CH3:36])([CH3:35])[CH3:34])=[O:31])[CH2:26][CH2:25]3)=[CH:20][CH:19]=2)=[O:16])[CH2:12]1)=[O:10])[C:2]1[CH:7]=[CH:6][CH:5]=[CH:4][CH:3]=1. The catalyst class is: 4. (2) Reactant: [CH3:1][O:2][C:3]1[C:4]([CH3:15])=[C:5]([C:9]([N+:12]([O-:14])=[O:13])=[CH:10][CH:11]=1)[C:6]([OH:8])=[O:7].[C:16]([O-])([O-])=O.[Cs+].[Cs+].IC.O. Product: [CH3:16][O:7][C:6](=[O:8])[C:5]1[C:9]([N+:12]([O-:14])=[O:13])=[CH:10][CH:11]=[C:3]([O:2][CH3:1])[C:4]=1[CH3:15]. The catalyst class is: 5. (3) Reactant: [F:1][C:2]1[CH:7]=[CH:6][C:5]([C:8]2[O:9][CH:10]=[C:11]([C:13]([O:15][CH2:16][CH3:17])=[O:14])[N:12]=2)=[CH:4][CH:3]=1.[Br:18]Br.S([O-])([O-])(=O)=S.[Na+].[Na+]. Product: [Br:18][C:10]1[O:9][C:8]([C:5]2[CH:4]=[CH:3][C:2]([F:1])=[CH:7][CH:6]=2)=[N:12][C:11]=1[C:13]([O:15][CH2:16][CH3:17])=[O:14]. The catalyst class is: 22. (4) Reactant: [CH2:1]([N:8]1[C:12]([C:13]([F:16])([F:15])[F:14])=[C:11]([CH3:17])[C:10]([C:18]2[CH:23]=[CH:22][C:21]([Cl:24])=[CH:20][CH:19]=2)=[C:9]1[C:25]([N:27]1[CH2:32][CH2:31][S:30][CH2:29][CH2:28]1)=[O:26])[C:2]1[CH:7]=[CH:6][CH:5]=[CH:4][CH:3]=1.[OH:33]OS([O-])=O.[K+]. Product: [CH2:1]([N:8]1[C:12]([C:13]([F:15])([F:16])[F:14])=[C:11]([CH3:17])[C:10]([C:18]2[CH:19]=[CH:20][C:21]([Cl:24])=[CH:22][CH:23]=2)=[C:9]1[C:25]([N:27]1[CH2:28][CH2:29][S:30](=[O:33])[CH2:31][CH2:32]1)=[O:26])[C:2]1[CH:3]=[CH:4][CH:5]=[CH:6][CH:7]=1. The catalyst class is: 24.